From a dataset of Retrosynthesis with 50K atom-mapped reactions and 10 reaction types from USPTO. Predict the reactants needed to synthesize the given product. (1) Given the product c1ccc(CCCN2CCC(c3ccc(Oc4ccccc4)cc3)CC2)cc1, predict the reactants needed to synthesize it. The reactants are: BrCCCc1ccccc1.c1ccc(Oc2ccc(C3CCNCC3)cc2)cc1. (2) The reactants are: C[C@H](N)[C@@H](COc1ccc(F)cc1F)Oc1ccc2c(cnn2-c2ccc(F)cc2)c1.O=C(OC(=O)C(F)(F)F)C(F)(F)F. Given the product C[C@H](NC(=O)C(F)(F)F)[C@@H](COc1ccc(F)cc1F)Oc1ccc2c(cnn2-c2ccc(F)cc2)c1, predict the reactants needed to synthesize it. (3) Given the product O=C(CCCCCCC(=O)Nc1nc(-c2ccccc2[N+](=O)[O-])cs1)NOCc1ccccc1, predict the reactants needed to synthesize it. The reactants are: Nc1nc(-c2ccccc2[N+](=O)[O-])cs1.O=C(O)CCCCCCC(=O)NOCc1ccccc1.